Predict the product of the given reaction. From a dataset of Forward reaction prediction with 1.9M reactions from USPTO patents (1976-2016). (1) Given the reactants [Cl:1][C:2]1[CH:28]=[CH:27][C:5]([O:6][C:7]2[CH:12]=[CH:11][C:10]([N+:13]([O-])=O)=[CH:9][C:8]=2[C:16]2[C:17]([O:24][CH2:25][CH3:26])=[CH:18][C:19](=[O:23])[N:20]([CH3:22])[CH:21]=2)=[CH:4][CH:3]=1.[Cl-].[NH4+].O, predict the reaction product. The product is: [NH2:13][C:10]1[CH:11]=[CH:12][C:7]([O:6][C:5]2[CH:4]=[CH:3][C:2]([Cl:1])=[CH:28][CH:27]=2)=[C:8]([C:16]2[C:17]([O:24][CH2:25][CH3:26])=[CH:18][C:19](=[O:23])[N:20]([CH3:22])[CH:21]=2)[CH:9]=1. (2) Given the reactants [Br:1][C:2]1[CH:3]=[C:4]([CH2:9][C:10](=[O:12])[CH3:11])[CH:5]=[C:6]([Cl:8])[CH:7]=1.[Cl:13][C:14]1[CH:21]=[CH:20][C:17]([CH2:18]Cl)=[CH:16][CH:15]=1.C(=O)([O-])[O-].[Cs+].[Cs+], predict the reaction product. The product is: [Br:1][C:2]1[CH:3]=[C:4]([CH:9]([CH2:18][C:17]2[CH:20]=[CH:21][C:14]([Cl:13])=[CH:15][CH:16]=2)[C:10](=[O:12])[CH3:11])[CH:5]=[C:6]([Cl:8])[CH:7]=1. (3) Given the reactants [Cl:1][C:2]1[CH:3]=[CH:4][CH:5]=[C:6]2[C:10]=1[C:9](=[O:11])[N:8]([C:12]1[CH:13]=[C:14]([CH:32]=[CH:33][CH:34]=1)[C:15](NCCC1CCN(C3C=CN=CC=3)CC1)=[O:16])[CH2:7]2.[CH3:35][N:36]([CH3:45])[CH2:37][CH2:38][N:39]1[CH2:44][CH2:43][NH:42][CH2:41][CH2:40]1.ClC1C=CC=C2C=1C(=O)N(C1C=C(C=CC=1)C(O)=O)C2, predict the reaction product. The product is: [Cl:1][C:2]1[CH:3]=[CH:4][CH:5]=[C:6]2[C:10]=1[C:9](=[O:11])[N:8]([C:12]1[CH:34]=[CH:33][CH:32]=[C:14]([C:15]([N:42]3[CH2:43][CH2:44][N:39]([CH2:38][CH2:37][N:36]([CH3:45])[CH3:35])[CH2:40][CH2:41]3)=[O:16])[CH:13]=1)[CH2:7]2.